Dataset: Catalyst prediction with 721,799 reactions and 888 catalyst types from USPTO. Task: Predict which catalyst facilitates the given reaction. (1) The catalyst class is: 167. Reactant: [CH2:1]([O:8][C:9]1[C:17]2[N:16]=[C:15]([CH3:18])[N:14]([CH2:19][O:20][CH2:21][CH2:22][Si:23]([CH3:26])([CH3:25])[CH3:24])[C:13]=2[CH:12]=[C:11](Br)[CH:10]=1)[C:2]1[CH:7]=[CH:6][CH:5]=[CH:4][CH:3]=1.C1(P(C2C=CC=CC=2)C2C=CC=CC=2)C=CC=CC=1.[CH3:47][NH:48][CH3:49].[C:50](=[O:52])=O. Product: [CH3:47][N:48]([CH3:49])[C:50]([C:11]1[CH:10]=[C:9]([O:8][CH2:1][C:2]2[CH:7]=[CH:6][CH:5]=[CH:4][CH:3]=2)[C:17]2[N:16]=[C:15]([CH3:18])[N:14]([CH2:19][O:20][CH2:21][CH2:22][Si:23]([CH3:26])([CH3:25])[CH3:24])[C:13]=2[CH:12]=1)=[O:52]. (2) Reactant: Cl[C:2]1[C:11]([CH3:12])=[C:10]([Cl:13])[C:9]2[C:4](=[C:5]([F:14])[CH:6]=[CH:7][CH:8]=2)[N:3]=1.[N:15]1[CH:20]=[CH:19][CH:18]=[C:17](B(O)O)[CH:16]=1.C(=O)([O-])[O-].[Na+].[Na+].O. Product: [Cl:13][C:10]1[C:9]2[C:4](=[C:5]([F:14])[CH:6]=[CH:7][CH:8]=2)[N:3]=[C:2]([C:17]2[CH:16]=[N:15][CH:20]=[CH:19][CH:18]=2)[C:11]=1[CH3:12]. The catalyst class is: 109. (3) Reactant: [OH:1][C:2]1[C:24]([O:25][CH3:26])=[CH:23][C:5]2[C:6]3[N:11]([CH:12]([CH:14]([CH3:16])[CH3:15])[CH2:13][C:4]=2[CH:3]=1)[CH:10]=[C:9]([C:17]([O:19][CH2:20][CH3:21])=[O:18])[C:8](=[O:22])[CH:7]=3.Br[CH2:28][CH2:29][CH2:30][OH:31].C([O-])([O-])=O.[K+].[K+]. Product: [OH:31][CH2:30][CH2:29][CH2:28][O:1][C:2]1[C:24]([O:25][CH3:26])=[CH:23][C:5]2[C:6]3[N:11]([CH:12]([CH:14]([CH3:16])[CH3:15])[CH2:13][C:4]=2[CH:3]=1)[CH:10]=[C:9]([C:17]([O:19][CH2:20][CH3:21])=[O:18])[C:8](=[O:22])[CH:7]=3. The catalyst class is: 3. (4) Reactant: [CH:1]([C:3]1[CH:8]=[CH:7][CH:6]=[CH:5][C:4]=1[C:9]1[C:10](=[O:27])[N:11]([C:21]2[CH:26]=[CH:25][CH:24]=[CH:23][CH:22]=2)[CH:12]=[C:13]([C:15]2[CH:20]=[CH:19][CH:18]=[CH:17][N:16]=2)[CH:14]=1)=[O:2].S([CH2:38][N+:39]#[C-:40])(C1C=CC(C)=CC=1)(=O)=O.C(=O)([O-])[O-].[K+].[K+].O. Product: [O:2]1[C:1]([C:3]2[CH:8]=[CH:7][CH:6]=[CH:5][C:4]=2[C:9]2[C:10](=[O:27])[N:11]([C:21]3[CH:26]=[CH:25][CH:24]=[CH:23][CH:22]=3)[CH:12]=[C:13]([C:15]3[CH:20]=[CH:19][CH:18]=[CH:17][N:16]=3)[CH:14]=2)=[CH:40][N:39]=[CH:38]1. The catalyst class is: 5. (5) Reactant: [O:1]1[C:5]2[CH:6]=[CH:7][C:8]([CH:10]([N:14]3[CH2:19][CH2:18][N:17]([CH3:20])[CH2:16][CH2:15]3)[C:11]([OH:13])=O)=[CH:9][C:4]=2[O:3][CH2:2]1.CCN(C(C)C)C(C)C.CN(C(ON1N=NC2C=CC=CC1=2)=[N+](C)C)C.[B-](F)(F)(F)F.[Cl:52][C:53]1[CH:54]=[C:55]([NH:60][NH2:61])[CH:56]=[C:57]([Cl:59])[CH:58]=1.C([O-])(O)=O.[Na+]. Product: [O:1]1[C:5]2[CH:6]=[CH:7][C:8]([CH:10]([N:14]3[CH2:19][CH2:18][N:17]([CH3:20])[CH2:16][CH2:15]3)[C:11]([NH:61][NH:60][C:55]3[CH:54]=[C:53]([Cl:52])[CH:58]=[C:57]([Cl:59])[CH:56]=3)=[O:13])=[CH:9][C:4]=2[O:3][CH2:2]1. The catalyst class is: 3. (6) Reactant: [Br:1][C:2]1[CH:7]=[CH:6][C:5]([CH2:8][OH:9])=[CH:4][C:3]=1[S:10]([NH:13][C:14]([CH3:17])([CH3:16])[CH3:15])(=[O:12])=[O:11].[C:18]([Si:22](Cl)([CH3:24])[CH3:23])([CH3:21])([CH3:20])[CH3:19].N1C=CN=C1. Product: [Br:1][C:2]1[CH:7]=[CH:6][C:5]([CH2:8][O:9][Si:22]([C:18]([CH3:21])([CH3:20])[CH3:19])([CH3:24])[CH3:23])=[CH:4][C:3]=1[S:10]([NH:13][C:14]([CH3:17])([CH3:16])[CH3:15])(=[O:11])=[O:12]. The catalyst class is: 47. (7) Reactant: Cl[C:2]1[N:7]=[CH:6][N:5]=[C:4]([NH:8][C@@H:9]([C:17]([O:19][CH3:20])=[O:18])[CH2:10][C:11]2[CH:16]=[CH:15][CH:14]=[CH:13][CH:12]=2)[CH:3]=1.[C:21]1(B(O)O)[CH:26]=[CH:25][CH:24]=[CH:23][CH:22]=1.[C:30](=O)([O-])[O-:31].[K+].[K+].[CH:36]1[CH:41]=[CH:40][CH:39]=[CH:38][CH:37]=1. Product: [CH2:30]([O:31][C:36]1[CH:41]=[CH:40][C:39]([C:2]2[N:7]=[CH:6][N:5]=[C:4]([NH:8][C@@H:9]([C:17]([O:19][CH3:20])=[O:18])[CH2:10][C:11]3[CH:16]=[CH:15][CH:14]=[CH:13][CH:12]=3)[CH:3]=2)=[CH:38][CH:37]=1)[C:21]1[CH:26]=[CH:25][CH:24]=[CH:23][CH:22]=1. The catalyst class is: 535. (8) Reactant: [Br:1][C:2]1[CH:9]=[CH:8][CH:7]=[CH:6][C:3]=1[CH:4]=[O:5].[CH2:10](O)[CH2:11][OH:12]. Product: [Br:1][C:2]1[CH:9]=[CH:8][CH:7]=[CH:6][C:3]=1[CH:4]1[O:12][CH2:11][CH2:10][O:5]1. The catalyst class is: 743.